This data is from NCI-60 drug combinations with 297,098 pairs across 59 cell lines. The task is: Regression. Given two drug SMILES strings and cell line genomic features, predict the synergy score measuring deviation from expected non-interaction effect. Drug 1: C1CN1C2=NC(=NC(=N2)N3CC3)N4CC4. Cell line: RPMI-8226. Drug 2: CN(CC1=CN=C2C(=N1)C(=NC(=N2)N)N)C3=CC=C(C=C3)C(=O)NC(CCC(=O)O)C(=O)O. Synergy scores: CSS=66.6, Synergy_ZIP=2.14, Synergy_Bliss=2.37, Synergy_Loewe=-1.99, Synergy_HSA=-0.427.